From a dataset of Experimentally validated miRNA-target interactions with 360,000+ pairs, plus equal number of negative samples. Binary Classification. Given a miRNA mature sequence and a target amino acid sequence, predict their likelihood of interaction. (1) The miRNA is rno-miR-193a-3p with sequence AACUGGCCUACAAAGUCCCAGU. The protein sequence of the target gene is MKVHIHTKFCLICLLTFIFHHCNHCHEDHDHGPEELHRHHRGMTESESSKFSVQDAENEKKYYIEKLFDRYGENGRLSFFGLEKLLTNLGLGEIKVVEINHEDLGHDHVSHLDILAVQEGKHFHSHTHQHFHNHLNAENHTTTSVTSKRNHKCDPEKEAAELPIKADDKHLHDRNHRFHHRHRLHHHLDHNTTRHVHNDSVAHSEHGEPGHSPSPETNKTQEQSEVKSVKVRRKEKGKRKKENSEVNTPGFLPNHDHSEQYEHNRVHKLDRVHSPGHPHAHLPEHSGHELGHGHQELDPD.... Result: 0 (no interaction). (2) The miRNA is cel-miR-1819-3p with sequence UGGAAUGAUUGAGCUUGAUGGA. The protein sequence of the target gene is MATSPQKSPLVPKSPTPKSPPSRKKDDSFLGKLGGTLARRKKAKEVSEFQEEGMNAINLPLSPISFELDPEDTLLEENEVRTMVDPNSRNDPKLQELMKVLIDWINDVLVGERIIVKDLAEDLYDGQVLQKLFEKLESEKLNVAEVTQSEIAQKQKLQTVLEKINETLKLPPRSIKWNVDSVHAKNLVAILHLLVALSQYFRAPIRLPDHVSIQVVVVQKREGILQSRQIQEEITGNTEALSGRHERDAFDTLFDHAPDKLNVVKKTLITFVNKHLNKLNLEVTELETQFADGVYLVLLM.... Result: 0 (no interaction). (3) Result: 0 (no interaction). The protein sequence of the target gene is MAVRWTWAGKSCLLLALLTLAYILVEFSVSTLYASPGAGGARELGPRRLPDLDTREEDLSQPLYIKPPADSHALGEWGRASKLQLNEGELKQQEELIERYAINIYLSDRISLHRHIEDKRMYECKAKKFHYRSLPTTSVIIAFYNEAWSTLLRTIHSVLETSPAVLLKEIILVDDLSDRIYLKAQLETYISNLERVRLIRTNKREGLVRARLIGATFATGDVLTFLDCHCECNTGWLEPLLERISRDETAIVCPVIDTIDWNTFEFYMQTGEPMIGGFDWRLTFQWHSVPKHERDRRTSR.... The miRNA is hsa-miR-3606-5p with sequence UUAGUGAAGGCUAUUUUAAUU. (4) The protein sequence of the target gene is MGKVGAGGGSQARLSALLAGAGLLILCAPGVCGGGSCCPSPHPSSAPRSASTPRGFSHQGRPGRAPATPLPLVVRPLFSVAPGDRALSLERARGTGASMAVAARSGRRRRSGADQEKAERGEGASRSPRGVLRDGGQQEPGTRERDPDKATRFRMEELRLTSTTFALTGDSAHNQAMVHWSGHNSSVILILTKLYDYNLGSITESSLWRSTDYGTTYEKLNDKVGLKTILSYLYVCPTNKRKIMLLTDPEIESSLLISSDEGATYQKYRLNFYIQSLLFHPKQEDWILAYSQDQKLYSSA.... The miRNA is mmu-let-7f-5p with sequence UGAGGUAGUAGAUUGUAUAGUU. Result: 0 (no interaction).